Binary Classification. Given a T-cell receptor sequence (or CDR3 region) and an epitope sequence, predict whether binding occurs between them. From a dataset of TCR-epitope binding with 47,182 pairs between 192 epitopes and 23,139 TCRs. The epitope is GTHWFVTQR. The TCR CDR3 sequence is CASSLGTGGYEQYF. Result: 0 (the TCR does not bind to the epitope).